The task is: Regression. Given a peptide amino acid sequence and an MHC pseudo amino acid sequence, predict their binding affinity value. This is MHC class II binding data.. This data is from Peptide-MHC class II binding affinity with 134,281 pairs from IEDB. (1) The peptide sequence is EEWEPLTKKGNVWEV. The MHC is DRB1_0401 with pseudo-sequence DRB1_0401. The binding affinity (normalized) is 0.0610. (2) The peptide sequence is MVGTILEMLGTRLDQ. The MHC is DRB1_0701 with pseudo-sequence DRB1_0701. The binding affinity (normalized) is 0.417. (3) The MHC is DRB1_1101 with pseudo-sequence DRB1_1101. The peptide sequence is ARGWAAHRARANESA. The binding affinity (normalized) is 0.470.